Dataset: Full USPTO retrosynthesis dataset with 1.9M reactions from patents (1976-2016). Task: Predict the reactants needed to synthesize the given product. (1) Given the product [Na+:52].[F:21][C:18]1[CH:17]=[CH:16][C:15]([C:14]2[C:13]([C:22]3[CH:23]=[CH:24][CH:25]=[CH:26][CH:27]=3)=[C:12]([C:28](=[O:40])[NH:29][C:30]3[CH:35]=[CH:34][CH:33]=[C:32]([S:36](=[O:38])(=[O:39])[NH2:37])[CH:31]=3)[N:11]([CH:41]([CH3:43])[CH3:42])[C:10]=2[CH2:9][CH2:8][C@@H:7]([OH:44])[CH2:6][C@@H:5]([OH:45])[CH2:4][C:3]([O-:46])=[O:2])=[CH:20][CH:19]=1, predict the reactants needed to synthesize it. The reactants are: C[O:2][C:3](=[O:46])[CH2:4][C@H:5]([OH:45])[CH2:6][C@H:7]([OH:44])[CH2:8][CH2:9][C:10]1[N:11]([CH:41]([CH3:43])[CH3:42])[C:12]([C:28](=[O:40])[NH:29][C:30]2[CH:35]=[CH:34][CH:33]=[C:32]([S:36](=[O:39])(=[O:38])[NH2:37])[CH:31]=2)=[C:13]([C:22]2[CH:27]=[CH:26][CH:25]=[CH:24][CH:23]=2)[C:14]=1[C:15]1[CH:20]=[CH:19][C:18]([F:21])=[CH:17][CH:16]=1.C(O)C.O.[OH-].[Na+:52]. (2) The reactants are: [CH3:1][N:2]1[C:10]2[C:5](=[CH:6][C:7]([NH2:11])=[CH:8][CH:9]=2)[CH:4]=[CH:3]1.C(=O)([O-])[O-].[K+].[K+].Br[CH2:19][C:20]1[CH:25]=[CH:24][C:23]([O:26][CH3:27])=[CH:22][C:21]=1[CH2:28]Br. Given the product [CH3:27][O:26][C:23]1[CH:22]=[C:21]2[C:20](=[CH:25][CH:24]=1)[CH2:19][N:11]([C:7]1[CH:6]=[C:5]3[C:10](=[CH:9][CH:8]=1)[N:2]([CH3:1])[CH:3]=[CH:4]3)[CH2:28]2, predict the reactants needed to synthesize it.